Task: Predict the product of the given reaction.. Dataset: Forward reaction prediction with 1.9M reactions from USPTO patents (1976-2016) (1) Given the reactants S([O-])(=O)(=O)C.Cl.[CH2:7]([NH:14][NH2:15])[C:8]1[CH:13]=[CH:12][CH:11]=[CH:10][CH:9]=1.C([O-])(=O)C.[Na+], predict the reaction product. The product is: [NH:15]1[C:13]2[C:8](=[CH:9][CH:10]=[CH:11][CH:12]=2)[CH:7]=[N:14]1. (2) Given the reactants [C:1]([O:5][C:6](=[O:31])[NH:7][C:8]1[CH:13]=[C:12]([N:14]([CH3:24])[C:15]2[CH:20]=[CH:19][N:18]=[C:17](S(C)=O)[N:16]=2)[N:11]=[C:10]([C:25]2[CH:30]=[CH:29][CH:28]=[CH:27][CH:26]=2)[N:9]=1)([CH3:4])([CH3:3])[CH3:2].[NH2:32][CH:33]([CH3:43])[CH2:34][C:35]1[CH:36]=[C:37]([CH2:41][OH:42])[CH:38]=[CH:39][CH:40]=1.O, predict the reaction product. The product is: [C:1]([O:5][C:6](=[O:31])[NH:7][C:8]1[CH:13]=[C:12]([N:14]([C:15]2[CH:20]=[CH:19][N:18]=[C:17]([NH:32][CH:33]([CH3:43])[CH2:34][C:35]3[CH:40]=[CH:39][CH:38]=[C:37]([CH2:41][OH:42])[CH:36]=3)[N:16]=2)[CH3:24])[N:11]=[C:10]([C:25]2[CH:30]=[CH:29][CH:28]=[CH:27][CH:26]=2)[N:9]=1)([CH3:4])([CH3:3])[CH3:2]. (3) Given the reactants [CH3:1][C:2]1[CH:3]=[C:4]([S:9]([N:12]2[C:17]3[CH:18]=[C:19]([C:22](O)=[O:23])[CH:20]=[CH:21][C:16]=3[O:15][CH2:14][CH2:13]2)(=[O:11])=[O:10])[CH:5]=[C:6]([CH3:8])[CH:7]=1.[NH2:25][C:26]1[S:27][CH:28]=[C:29]([CH2:31][C:32]([O:34][CH2:35][CH3:36])=[O:33])[N:30]=1, predict the reaction product. The product is: [CH2:35]([O:34][C:32](=[O:33])[CH2:31][C:29]1[N:30]=[C:26]([NH:25][C:22]([C:19]2[CH:20]=[CH:21][C:16]3[O:15][CH2:14][CH2:13][N:12]([S:9]([C:4]4[CH:3]=[C:2]([CH3:1])[CH:7]=[C:6]([CH3:8])[CH:5]=4)(=[O:10])=[O:11])[C:17]=3[CH:18]=2)=[O:23])[S:27][CH:28]=1)[CH3:36]. (4) Given the reactants [F:1][C:2]1[C:3]([OH:10])=[C:4]([CH:7]=[CH:8][CH:9]=1)[CH:5]=[O:6].CC#N.C([O-])(=O)C.[NH4+].C1C(=O)N([Br:26])C(=O)C1, predict the reaction product. The product is: [Br:26][C:8]1[CH:9]=[C:2]([F:1])[C:3]([OH:10])=[C:4]([CH:7]=1)[CH:5]=[O:6]. (5) Given the reactants [Cl:1][C:2]1[C:3]([CH:8]([NH2:25])[C:9]2[CH:18]=[C:17]3[C:12]([CH:13]=[CH:14][C:15]([C:19]4[CH:24]=[CH:23][CH:22]=[CH:21][CH:20]=4)=[N:16]3)=[CH:11][CH:10]=2)=[N:4][CH:5]=[CH:6][N:7]=1.CCN(C(C)C)C(C)C.Cl[C:36](OC1C=CC([N+]([O-])=O)=CC=1)=[O:37], predict the reaction product. The product is: [Cl:1][C:2]1[C:3]2[N:4]([C:36](=[O:37])[NH:25][C:8]=2[C:9]2[CH:18]=[C:17]3[C:12]([CH:13]=[CH:14][C:15]([C:19]4[CH:24]=[CH:23][CH:22]=[CH:21][CH:20]=4)=[N:16]3)=[CH:11][CH:10]=2)[CH:5]=[CH:6][N:7]=1.